Task: Predict the reactants needed to synthesize the given product.. Dataset: Full USPTO retrosynthesis dataset with 1.9M reactions from patents (1976-2016) (1) The reactants are: [CH2:1]([Mg]Cl)[CH2:2][CH2:3][CH2:4][CH2:5][CH2:6][CH2:7][CH2:8][CH2:9][CH2:10][CH2:11][CH2:12][CH2:13][CH3:14].[B:17](OCC)([O:21]CC)[O:18]CC. Given the product [CH2:1]([B:17]([OH:21])[OH:18])[CH2:2][CH2:3][CH2:4][CH2:5][CH2:6][CH2:7][CH2:8][CH2:9][CH2:10][CH2:11][CH2:12][CH2:13][CH3:14], predict the reactants needed to synthesize it. (2) Given the product [NH2:11][C:3]1[CH:4]=[C:5]([CH:9]=[CH:10][C:2]=1[OH:1])[C:6]([NH2:8])=[O:7], predict the reactants needed to synthesize it. The reactants are: [OH:1][C:2]1[CH:10]=[CH:9][C:5]([C:6]([NH2:8])=[O:7])=[CH:4][C:3]=1[N+:11]([O-])=O.C1CCCCC=1. (3) Given the product [NH2:10][C:9]1[CH:8]=[CH:7][C:4]([C:5]#[N:6])=[CH:3][C:2]=1[CH3:1], predict the reactants needed to synthesize it. The reactants are: [CH3:1][C:2]1[CH:3]=[C:4]([CH:7]=[CH:8][C:9]=1[N+:10]([O-])=O)[C:5]#[N:6]. (4) Given the product [CH3:9][O:8][C:6]([C:5]1[CH:10]=[CH:11][C:2]([N:16]2[CH2:17][CH2:18][CH:13]([OH:12])[CH2:14][CH2:15]2)=[N:3][CH:4]=1)=[O:7], predict the reactants needed to synthesize it. The reactants are: Cl[C:2]1[CH:11]=[CH:10][C:5]([C:6]([O:8][CH3:9])=[O:7])=[CH:4][N:3]=1.[OH:12][CH:13]1[CH2:18][CH2:17][NH:16][CH2:15][CH2:14]1.C(N(CC)CC)C. (5) Given the product [C:15]12([CH2:25][NH:26][C:12]([C:7]3[C:6]4[CH:5]=[CH:4][NH:3][C:2](=[O:1])[C:11]=4[CH:10]=[CH:9][CH:8]=3)=[O:14])[CH2:22][CH:21]3[CH2:20][CH:19]([CH2:18][CH:17]([CH2:23]3)[CH2:16]1)[CH2:24]2, predict the reactants needed to synthesize it. The reactants are: [O:1]=[C:2]1[C:11]2[CH:10]=[CH:9][CH:8]=[C:7]([C:12]([OH:14])=O)[C:6]=2[CH:5]=[CH:4][NH:3]1.[C:15]12([CH2:25][NH2:26])[CH2:24][CH:19]3[CH2:20][CH:21]([CH2:23][CH:17]([CH2:18]3)[CH2:16]1)[CH2:22]2.Cl.CN(C)CCCN=C=NCC.ON1C2C=CC=CC=2N=N1.C(N(CC)CC)C.CN(C)C=O. (6) Given the product [C:17]([O:16][C:14]([N:12]1[C:11]2[CH:21]=[C:22]([Cl:29])[C:23]([NH:25][C:26](=[O:28])[CH3:27])=[CH:24][C:10]=2[O:9][CH:8]([C:6]([OH:7])=[O:5])[CH2:13]1)=[O:15])([CH3:18])([CH3:19])[CH3:20], predict the reactants needed to synthesize it. The reactants are: [Li+].[OH-].CC[O:5][C:6]([CH:8]1[CH2:13][N:12]([C:14]([O:16][C:17]([CH3:20])([CH3:19])[CH3:18])=[O:15])[C:11]2[CH:21]=[C:22]([Cl:29])[C:23]([NH:25][C:26](=[O:28])[CH3:27])=[CH:24][C:10]=2[O:9]1)=[O:7]. (7) Given the product [NH2:18][C:3]1[C:4](=[O:17])[NH:5][C:6](=[S:16])[N:7]([C:8]2[CH:13]=[C:12]([F:14])[CH:11]=[CH:10][C:9]=2[F:15])[C:2]=1[NH2:1], predict the reactants needed to synthesize it. The reactants are: [NH2:1][C:2]1[N:7]([C:8]2[CH:13]=[C:12]([F:14])[CH:11]=[CH:10][C:9]=2[F:15])[C:6](=[S:16])[NH:5][C:4](=[O:17])[CH:3]=1.[N:18]([O-])=O.[Na+].S(S([O-])=O)([O-])=O.[Na+].[Na+]. (8) Given the product [NH2:32][CH2:23][C:21]1([OH:22])[C:24]2[C:29](=[CH:28][CH:27]=[CH:26][CH:25]=2)[N:19]([CH:16]2[CH2:15][CH2:14][N:13]([CH:1]3[C:11]4=[C:12]5[C:7](=[CH:8][CH:9]=[CH:10]4)[CH:6]=[CH:5][CH:4]=[C:3]5[CH2:2]3)[CH2:18][CH2:17]2)[C:20]1=[O:30], predict the reactants needed to synthesize it. The reactants are: [CH:1]1([N:13]2[CH2:18][CH2:17][CH:16]([N:19]3[C:29]4[C:24](=[CH:25][CH:26]=[CH:27][CH:28]=4)[C:21]4([CH2:23][O:22]4)[C:20]3=[O:30])[CH2:15][CH2:14]2)[C:11]2=[C:12]3[C:7](=[CH:8][CH:9]=[CH:10]2)[CH:6]=[CH:5][CH:4]=[C:3]3[CH2:2]1.[OH-].[NH4+:32]. (9) Given the product [CH3:1][O:2][C:3]1[CH:4]=[C:5]2[C:10](=[CH:11][C:12]=1[O:13][CH2:14][CH:15]1[CH2:20][CH2:19][NH:18][CH2:17][CH2:16]1)[N:9]=[CH:8][N:7]([CH2:28][O:29][C:30](=[O:35])[C:31]([CH3:33])([CH3:32])[CH3:34])[CH2:6]2, predict the reactants needed to synthesize it. The reactants are: [CH3:1][O:2][C:3]1[CH:4]=[C:5]2[C:10](=[CH:11][C:12]=1[O:13][CH2:14][CH:15]1[CH2:20][CH2:19][N:18](C(OC(C)(C)C)=O)[CH2:17][CH2:16]1)[N:9]=[CH:8][N:7]([CH2:28][O:29][C:30](=[O:35])[C:31]([CH3:34])([CH3:33])[CH3:32])[C:6]2=O.Cl.CCOCC. (10) Given the product [Br:12][C:13]1[CH:19]=[CH:18][C:17]([Br:20])=[CH:16][C:14]=1[NH:15][C:2]1[CH:7]=[CH:6][CH:5]=[CH:4][C:3]=1[CH2:8][C:9]([OH:11])=[O:10], predict the reactants needed to synthesize it. The reactants are: Br[C:2]1[CH:7]=[CH:6][CH:5]=[CH:4][C:3]=1[CH2:8][C:9]([OH:11])=[O:10].[Br:12][C:13]1[CH:19]=[CH:18][C:17]([Br:20])=[CH:16][C:14]=1[NH2:15].